From a dataset of Reaction yield outcomes from USPTO patents with 853,638 reactions. Predict the reaction yield, written as a fraction of the theoretical maximum amount of product (1.0 means a 100% yield; for example, 0.34 means a 34% yield). The reactants are [CH3:1][O:2][C:3]1[CH:8]=[CH:7][CH:6]=[CH:5][C:4]=1[C:9]1[C:17]2[C:12](=[N:13][CH:14]=[C:15](B3OC(C)(C)C(C)(C)O3)[CH:16]=2)[N:11](S(C2C=CC(C)=CC=2)(=O)=O)[CH:10]=1.Br[C:38]1[CH:39]=[N:40][CH:41]=[C:42]([CH:48]=1)[C:43]([N:45]([CH3:47])[CH3:46])=[O:44].C([O-])(O)=O.[Na+]. The catalyst is C(#N)C. The product is [CH3:1][O:2][C:3]1[CH:8]=[CH:7][CH:6]=[CH:5][C:4]=1[C:9]1[C:17]2[C:12](=[N:13][CH:14]=[C:15]([C:38]3[CH:39]=[N:40][CH:41]=[C:42]([CH:48]=3)[C:43]([N:45]([CH3:46])[CH3:47])=[O:44])[CH:16]=2)[NH:11][CH:10]=1. The yield is 0.570.